The task is: Predict the reaction yield, written as a fraction of the theoretical maximum amount of product (1.0 means a 100% yield; for example, 0.34 means a 34% yield).. This data is from Reaction yield outcomes from USPTO patents with 853,638 reactions. (1) The reactants are [F:1][C:2]1[CH:7]=[CH:6][C:5]([OH:8])=[C:4]([C:9]2([CH3:15])[CH2:14][CH2:13][CH2:12][CH2:11][CH2:10]2)[CH:3]=1.Cl[C:17]([O:19][CH3:20])=[O:18]. The product is [C:17](=[O:18])([O:19][CH3:20])[O:8][C:5]1[CH:6]=[CH:7][C:2]([F:1])=[CH:3][C:4]=1[C:9]1([CH3:15])[CH2:14][CH2:13][CH2:12][CH2:11][CH2:10]1. The yield is 0.721. The catalyst is CN(C1C=CN=CC=1)C.C(Cl)Cl. (2) The catalyst is C1COCC1.C([O-])(O)=O.[Na+]. The reactants are [CH:1]([CH:14]1[CH2:19][CH2:18][CH:17]=[CH:16][O:15]1)([C:8]1[CH:13]=[CH:12][CH:11]=[CH:10][CH:9]=1)[C:2]1[CH:7]=[CH:6][CH:5]=[CH:4][CH:3]=1.[OH-:20].[Na+].OO. The yield is 0.935. The product is [CH:1]([C@@H:14]1[O:15][CH2:16][C@@H:17]([OH:20])[CH2:18][CH2:19]1)([C:8]1[CH:9]=[CH:10][CH:11]=[CH:12][CH:13]=1)[C:2]1[CH:7]=[CH:6][CH:5]=[CH:4][CH:3]=1. (3) The reactants are [Br:1][C:2]1[CH:10]=[C:9]2[C:5]([CH2:6][C:7]3([CH2:29][CH2:28][CH:27]([O:30][CH3:31])[CH2:26][CH2:25]3)[C:8]2([NH:15][C@@H](C2C=CC=CC=2)CO)[C:11]([O:13][CH3:14])=[O:12])=[CH:4][CH:3]=1. The catalyst is C(Cl)Cl.CO. The product is [NH2:15][C:8]1([C:11]([O:13][CH3:14])=[O:12])[C:9]2[C:5](=[CH:4][CH:3]=[C:2]([Br:1])[CH:10]=2)[CH2:6][C:7]21[CH2:25][CH2:26][CH:27]([O:30][CH3:31])[CH2:28][CH2:29]2. The yield is 0.940. (4) The reactants are [CH:1]([C:4]1[CH:5]=[C:6]([C:10]2([NH2:13])[CH2:12][CH2:11]2)[CH:7]=[CH:8][CH:9]=1)([CH3:3])[CH3:2].[N:14]12[CH2:21][CH2:20][CH:17]([CH2:18][CH2:19]1)[CH:16]([CH2:22][C:23](O)=[O:24])[CH2:15]2. No catalyst specified. The product is [N:14]12[CH2:19][CH2:18][CH:17]([CH2:20][CH2:21]1)[CH:16]([CH2:22][C:23]([NH:13][C:10]1([C:6]3[CH:7]=[CH:8][CH:9]=[C:4]([CH:1]([CH3:3])[CH3:2])[CH:5]=3)[CH2:12][CH2:11]1)=[O:24])[CH2:15]2. The yield is 0.140.